This data is from CYP1A2 inhibition data for predicting drug metabolism from PubChem BioAssay. The task is: Regression/Classification. Given a drug SMILES string, predict its absorption, distribution, metabolism, or excretion properties. Task type varies by dataset: regression for continuous measurements (e.g., permeability, clearance, half-life) or binary classification for categorical outcomes (e.g., BBB penetration, CYP inhibition). Dataset: cyp1a2_veith. (1) The drug is CC(=O)c1cccc(NC(=O)CCC2CCCC2)c1. The result is 1 (inhibitor). (2) The drug is Clc1ccccc1NN(Cc1ccncc1)c1ccccc1Cl. The result is 1 (inhibitor). (3) The compound is CC(C)C(O)(C#CCN1CCCC1)c1ccccc1.Cl. The result is 0 (non-inhibitor). (4) The molecule is CNC(=O)[C@@H]1O[C@@H](n2cnc3c(NCc4ccc(I)cc4)nc(Cl)nc32)[C@H](O)[C@@H]1O. The result is 0 (non-inhibitor). (5) The molecule is O=C(c1csnn1)N1CCC[C@@]2(CCN(Cc3nccs3)C2)C1. The result is 0 (non-inhibitor). (6) The compound is C/C(CCN1CCc2nc(-c3ccccc3)c(-c3ccccc3)cc2C1)=N\O[C@@H](C)CN1CCCCc2nc(C)c(C)cc21. The result is 0 (non-inhibitor). (7) The result is 1 (inhibitor). The molecule is COc1ccc(C(=O)Nc2cc(OCc3ccccc3)c(Cl)cc2Cl)cc1. (8) The molecule is N[C@@H](C(=O)O)c1ccc(C(=O)O)c(O)c1. The result is 0 (non-inhibitor).